The task is: Predict the reactants needed to synthesize the given product.. This data is from Full USPTO retrosynthesis dataset with 1.9M reactions from patents (1976-2016). (1) The reactants are: [CH3:1][C:2]1[N:6]=[C:5]([NH2:7])[S:4][N:3]=1.N1C=CC=CC=1.Cl[C:15]([O:17][CH2:18][C:19]([Cl:22])([Cl:21])[Cl:20])=[O:16].O. Given the product [CH3:1][C:2]1[N:6]=[C:5]([NH:7][C:15](=[O:16])[O:17][CH2:18][C:19]([Cl:22])([Cl:21])[Cl:20])[S:4][N:3]=1, predict the reactants needed to synthesize it. (2) Given the product [Cl:53][C:52]1[CH:51]=[N+:50]([O-:54])[CH:49]=[C:48]([Cl:55])[C:47]=1[CH2:46][C@@H:45]([C:56]1[CH:57]=[CH:58][C:34]([O:33][CH3:32])=[C:35]([O:30][CH3:31])[CH:61]=1)[O:44][C:42]([C:41]1[CH:66]=[CH:67][C:38]([CH2:36][NH:8][C:9]2([C:18]([O:20][C@@H:21]3[CH:26]4[CH2:27][CH2:28][N:23]([CH2:24][CH2:25]4)[CH2:22]3)=[O:19])[C:17]3[C:12](=[CH:13][CH:14]=[CH:15][CH:16]=3)[CH2:11][CH2:10]2)=[CH:39][CH:40]=1)=[O:43], predict the reactants needed to synthesize it. The reactants are: C(OC([NH:8][C:9]1([C:18]([O:20][C@@H:21]2[CH:26]3[CH2:27][CH2:28][N:23]([CH2:24][CH2:25]3)[CH2:22]2)=[O:19])[C:17]2[C:12](=[CH:13][CH:14]=[CH:15][CH:16]=2)[CH2:11][CH2:10]1)=O)(C)(C)C.Cl.[O:30]1[CH2:35][CH2:34][O:33][CH2:32][CH2:31]1.[CH:36]([C:38]1[CH:67]=[CH:66][C:41]([C:42]([O:44][C@H:45]([C:56]2[CH:61]=CC(OC)=[C:58](OC)[CH:57]=2)[CH2:46][C:47]2[C:52]([Cl:53])=[CH:51][N+:50]([O-:54])=[CH:49][C:48]=2[Cl:55])=[O:43])=[CH:40][CH:39]=1)=O.CCN(CC)CC.C(O)(=O)C.[BH3-]C#N.[Na+]. (3) The reactants are: C([O:8][C:9]1[CH:25]=[CH:24][C:12]([CH2:13][NH:14][C:15]2[C:20]([Cl:21])=[C:19]([CH3:22])[N:18]=[C:17]([CH3:23])[N:16]=2)=[CH:11][C:10]=1[O:26][CH3:27])C1C=CC=CC=1.Cl. Given the product [Cl:21][C:20]1[C:15]([NH:14][CH2:13][C:12]2[CH:24]=[CH:25][C:9]([OH:8])=[C:10]([O:26][CH3:27])[CH:11]=2)=[N:16][C:17]([CH3:23])=[N:18][C:19]=1[CH3:22], predict the reactants needed to synthesize it. (4) Given the product [NH2:6][CH2:7][C:8]1[C:9]([Cl:20])=[CH:10][C:11]([NH:15][S:16]([CH3:19])(=[O:18])=[O:17])=[C:12]([I:14])[CH:13]=1, predict the reactants needed to synthesize it. The reactants are: C(OC(=O)[NH:6][CH2:7][C:8]1[CH:13]=[C:12]([I:14])[C:11]([NH:15][S:16]([CH3:19])(=[O:18])=[O:17])=[CH:10][C:9]=1[Cl:20])(C)C. (5) Given the product [CH:20]([C:18]1[CH:19]=[C:4]2[C:5]([CH:6]=[CH:7][C:2](=[O:1])[O:3]2)=[CH:16][CH:17]=1)=[O:23], predict the reactants needed to synthesize it. The reactants are: [O:1]=[C:2]1[C:7](CC2C=CC=CC=2)=[C:6](C)[C:5]2[CH:16]=[CH:17][C:18]([CH:20]=C)=[CH:19][C:4]=2[O:3]1.I([O-])(=O)(=O)=[O:23].[Na+]. (6) Given the product [CH3:1][N:2]1[CH:6]=[CH:5][N:4]=[C:3]1[N:7]1[C:15]2[C:10](=[CH:11][C:12]([NH2:16])=[CH:13][CH:14]=2)[CH2:9][CH2:8]1, predict the reactants needed to synthesize it. The reactants are: [CH3:1][N:2]1[CH:6]=[CH:5][N:4]=[C:3]1[N:7]1[C:15]2[C:10](=[CH:11][C:12]([N+:16]([O-])=O)=[CH:13][CH:14]=2)[CH2:9][CH2:8]1. (7) Given the product [CH2:22]([N:8]([CH2:1][C:2]1[CH:3]=[CH:4][CH:5]=[CH:6][CH:7]=1)[C:9]1[CH:10]=[C:11](/[CH:16]=[CH:17]/[C:18]([OH:20])=[O:19])[CH:12]=[CH:13][C:14]=1[CH3:15])[C:23]1[CH:24]=[CH:25][CH:26]=[CH:27][CH:28]=1, predict the reactants needed to synthesize it. The reactants are: [CH2:1]([N:8]([CH2:22][C:23]1[CH:28]=[CH:27][CH:26]=[CH:25][CH:24]=1)[C:9]1[CH:10]=[C:11](/[CH:16]=[CH:17]/[C:18]([O:20]C)=[O:19])[CH:12]=[CH:13][C:14]=1[CH3:15])[C:2]1[CH:7]=[CH:6][CH:5]=[CH:4][CH:3]=1.[OH-].[Na+]. (8) Given the product [NH2:6][C:7]1[C:8]2[CH:15]=[CH:14][N:13]([C@@H:16]3[CH2:17][C@H:18]([CH2:26][N:27]([CH3:48])[CH:28]4[CH2:29][CH:30]([CH2:32][CH2:33][C:34]5[NH:38][C:37]6[CH:39]=[CH:40][C:41]([C:43]7([CH3:47])[CH2:44][CH2:45][CH2:46]7)=[CH:42][C:36]=6[N:35]=5)[CH2:31]4)[C@@H:19]([OH:20])[C@H:23]3[OH:22])[C:9]=2[N:10]=[CH:11][N:12]=1, predict the reactants needed to synthesize it. The reactants are: COC1C=C(OC)C=CC=1C[NH:6][C:7]1[C:8]2[CH:15]=[CH:14][N:13]([C@H:16]3[C@H:23]4[C@H:19]([O:20]C(C)(C)[O:22]4)[C@@H:18]([CH2:26][N:27]([CH3:48])[CH:28]4[CH2:31][CH:30]([CH2:32][CH2:33][C:34]5[NH:38][C:37]6[CH:39]=[CH:40][C:41]([C:43]7([CH3:47])[CH2:46][CH2:45][CH2:44]7)=[CH:42][C:36]=6[N:35]=5)[CH2:29]4)[CH2:17]3)[C:9]=2[N:10]=[CH:11][N:12]=1.FC(F)(F)C(O)=O.O.C([O-])([O-])=O.[K+].[K+].